Dataset: Forward reaction prediction with 1.9M reactions from USPTO patents (1976-2016). Task: Predict the product of the given reaction. (1) The product is: [F:1][C:2]1[N:7]=[C:6]([CH2:8][N:9]2[C:21]3[CH2:20][CH2:19][CH:18]([NH:22][C:35](=[O:39])[CH:36]([CH3:38])[CH3:37])[CH2:17][C:16]=3[C:15]3[C:10]2=[CH:11][CH:12]=[C:13]([O:23][C:24]([F:27])([F:25])[F:26])[CH:14]=3)[CH:5]=[CH:4][CH:3]=1. Given the reactants [F:1][C:2]1[N:7]=[C:6]([CH2:8][N:9]2[C:21]3[CH2:20][CH2:19][CH:18]([NH2:22])[CH2:17][C:16]=3[C:15]3[C:10]2=[CH:11][CH:12]=[C:13]([O:23][C:24]([F:27])([F:26])[F:25])[CH:14]=3)[CH:5]=[CH:4][CH:3]=1.C(N(CC)CC)C.[C:35](Cl)(=[O:39])[CH:36]([CH3:38])[CH3:37].Cl, predict the reaction product. (2) Given the reactants [N:1]1[CH:2]=[CH:3][N:4]2[CH:9]=[C:8]([NH2:10])[CH:7]=[CH:6][C:5]=12.C(N(C(C)C)C(C)C)C.CN(C)C=O.[N:25]([C:28]1[CH:33]=[CH:32][C:31]([N+:34]([O-:36])=[O:35])=[CH:30][CH:29]=1)=[C:26]=[O:27], predict the reaction product. The product is: [N:1]1[CH:2]=[CH:3][N:4]2[CH:9]=[C:8]([NH:10][C:26]([NH:25][C:28]3[CH:29]=[CH:30][C:31]([N+:34]([O-:36])=[O:35])=[CH:32][CH:33]=3)=[O:27])[CH:7]=[CH:6][C:5]=12. (3) The product is: [Cl:1][C:2]1[CH:11]=[C:10]2[C:5]([N:6]=[CH:7][C:8]([CH2:12][CH2:13][C:14]3[N:18]=[C:17]([N:19]4[CH2:23][CH2:22][CH2:21][CH2:20]4)[NH:16][N:15]=3)=[N:9]2)=[CH:4][CH:3]=1. Given the reactants [Cl:1][C:2]1[CH:11]=[C:10]2[C:5]([N:6]=[CH:7][C:8]([CH2:12][CH2:13][C:14]3[N:18]=[C:17]([N:19]4[CH2:23][CH2:22][CH2:21][CH2:20]4)[N:16](CC4C=CC(OC)=CC=4)[N:15]=3)=[N:9]2)=[CH:4][CH:3]=1.FC(F)(F)C(O)=O.C1(OC)C=CC=CC=1.[OH-].[Na+], predict the reaction product. (4) Given the reactants [OH:1][C:2]1([C:6]2[NH:33][C:9]3[N:10]=[N:11][C:12]([C:14]#[C:15][CH2:16][CH2:17][N:18]4[CH:22]=[C:21]([C:23]([NH:25][CH2:26][C:27]5[CH:32]=[CH:31][CH:30]=[CH:29][N:28]=5)=[O:24])[N:20]=[N:19]4)=[CH:13][C:8]=3[CH:7]=2)[CH2:5][O:4][CH2:3]1, predict the reaction product. The product is: [OH:1][C:2]1([C:6]2[NH:33][C:9]3[N:10]=[N:11][C:12]([CH2:14][CH2:15][CH2:16][CH2:17][N:18]4[CH:22]=[C:21]([C:23]([NH:25][CH2:26][C:27]5[CH:32]=[CH:31][CH:30]=[CH:29][N:28]=5)=[O:24])[N:20]=[N:19]4)=[CH:13][C:8]=3[CH:7]=2)[CH2:3][O:4][CH2:5]1. (5) Given the reactants C([N-]C(C)C)(C)C.[Li+].[CH3:9][O:10][C:11]([C:13]1([CH:20]([O:27][Si:28]([C:31]([CH3:34])([CH3:33])[CH3:32])([CH3:30])[CH3:29])[CH:21]2[CH2:26][CH2:25][CH2:24][CH2:23][CH2:22]2)[C:17]([CH3:18])=[CH:16][C:15](=[O:19])[NH:14]1)=[O:12].Cl[Si](C)(C)C.[Cl:40][CH2:41][CH2:42]OS(C(F)(F)F)(=O)=O.C1(C)C=CC=CC=1, predict the reaction product. The product is: [CH3:9][O:10][C:11]([C:13]1([CH:20]([O:27][Si:28]([C:31]([CH3:34])([CH3:33])[CH3:32])([CH3:29])[CH3:30])[CH:21]2[CH2:26][CH2:25][CH2:24][CH2:23][CH2:22]2)[C:17](=[CH2:18])[CH:16]([CH2:42][CH2:41][Cl:40])[C:15](=[O:19])[NH:14]1)=[O:12]. (6) Given the reactants O[CH2:2][C:3]1[CH:8]=[CH:7][N:6]=[CH:5][CH:4]=1.S(Cl)([Cl:11])=O, predict the reaction product. The product is: [ClH:11].[Cl:11][CH2:2][C:3]1[CH:8]=[CH:7][N:6]=[CH:5][CH:4]=1.